Dataset: Catalyst prediction with 721,799 reactions and 888 catalyst types from USPTO. Task: Predict which catalyst facilitates the given reaction. Reactant: C(O[C:6](=O)[N:7]([C:9]1[N:17]=[CH:16][N:15]=[C:14]2[C:10]=1[N:11]=[CH:12][N:13]2[C:18]1[CH:23]=[CH:22][C:21]([NH:24][C:25]([NH:27][C:28]2[CH:33]=[C:32]([C:34]([F:37])([F:36])[F:35])[CH:31]=[C:30]([C:38](=[O:45])[NH:39][CH:40]([CH2:43][OH:44])[CH2:41][OH:42])[CH:29]=2)=[O:26])=[CH:20][CH:19]=1)C)(C)(C)C.FC(F)(F)C(O)=O.C(=O)([O-])[O-].[K+].[K+]. Product: [OH:42][CH2:41][CH:40]([NH:39][C:38](=[O:45])[C:30]1[CH:31]=[C:32]([C:34]([F:35])([F:36])[F:37])[CH:33]=[C:28]([NH:27][C:25]([NH:24][C:21]2[CH:22]=[CH:23][C:18]([N:13]3[CH:12]=[N:11][C:10]4[C:14]3=[N:15][CH:16]=[N:17][C:9]=4[NH:7][CH3:6])=[CH:19][CH:20]=2)=[O:26])[CH:29]=1)[CH2:43][OH:44]. The catalyst class is: 6.